This data is from Catalyst prediction with 721,799 reactions and 888 catalyst types from USPTO. The task is: Predict which catalyst facilitates the given reaction. (1) Reactant: [F:1][C:2]1[C:7](CO)=[CH:6][CH:5]=[CH:4][C:3]=1[OH:10].[C-:11]#N.[Na+].C[N:15]([CH3:18])C=O. Product: [F:1][C:2]1[C:3]([OH:10])=[C:4]([CH2:11][C:18]#[N:15])[CH:5]=[CH:6][CH:7]=1. The catalyst class is: 6. (2) Reactant: [CH2:1]([C:3]1[NH:7][C:6]([C:8]2[CH:13]=[CH:12][C:11]([F:14])=[CH:10][CH:9]=2)=[N:5][C:4]=1[C:15]([OH:17])=O)[CH3:2].Cl.[CH3:19][NH:20][O:21][CH3:22].Cl.C(N=C=NCCCN(C)C)C.ON1C2C=CC=CC=2N=N1. Product: [CH2:1]([C:3]1[NH:7][C:6]([C:8]2[CH:9]=[CH:10][C:11]([F:14])=[CH:12][CH:13]=2)=[N:5][C:4]=1[C:15](=[O:17])[N:20]([O:21][CH3:22])[CH3:19])[CH3:2]. The catalyst class is: 681. (3) Reactant: O[CH2:2][C:3]1[CH:8]=[CH:7][C:6]([CH:9]2[CH2:14][CH2:13][CH2:12][CH2:11][N:10]2[C:15]([O:17][C:18]([CH3:21])([CH3:20])[CH3:19])=[O:16])=[CH:5][CH:4]=1.C1(P(C2C=CC=CC=2)C2C=CC=CC=2)C=CC=CC=1.[CH2:41]([N:45]1[C:50]2=[N:51][NH:52][C:53]([NH:54][C:55]3[CH:60]=[CH:59][CH:58]=[CH:57][CH:56]=3)=[C:49]2[C:48](=[O:61])[N:47]([CH3:62])[C:46]1=[O:63])[CH:42]([CH3:44])[CH3:43].CC(OC(/N=N/C(OC(C)C)=O)=O)C. Product: [CH2:41]([N:45]1[C:50]2=[N:51][N:52]([CH2:2][C:3]3[CH:8]=[CH:7][C:6]([CH:9]4[CH2:14][CH2:13][CH2:12][CH2:11][N:10]4[C:15]([O:17][C:18]([CH3:21])([CH3:20])[CH3:19])=[O:16])=[CH:5][CH:4]=3)[C:53]([NH:54][C:55]3[CH:56]=[CH:57][CH:58]=[CH:59][CH:60]=3)=[C:49]2[C:48](=[O:61])[N:47]([CH3:62])[C:46]1=[O:63])[CH:42]([CH3:44])[CH3:43]. The catalyst class is: 1. (4) Reactant: [C:1]([O:5][C:6]([NH:8][C:9]1([C:12]2[NH:13][C:14]([C:22]3[CH:31]=[CH:30][CH:29]=[C:28]4[C:23]=3[N:24]=[C:25](F)[C:26]([CH3:32])=[N:27]4)=[CH:15][C:16]=2[C:17]([O:19][CH2:20][CH3:21])=[O:18])[CH2:11][CH2:10]1)=[O:7])([CH3:4])([CH3:3])[CH3:2].[CH:34]1([NH2:37])[CH2:36][CH2:35]1.CCN(C(C)C)C(C)C. Product: [C:1]([O:5][C:6]([NH:8][C:9]1([C:12]2[NH:13][C:14]([C:22]3[CH:31]=[CH:30][CH:29]=[C:28]4[C:23]=3[N:24]=[C:25]([NH:37][CH:34]3[CH2:36][CH2:35]3)[C:26]([CH3:32])=[N:27]4)=[CH:15][C:16]=2[C:17]([O:19][CH2:20][CH3:21])=[O:18])[CH2:11][CH2:10]1)=[O:7])([CH3:4])([CH3:3])[CH3:2]. The catalyst class is: 197. (5) Reactant: C([O:6][C@@H:7]([C:9]1[N:14]=[C:13]([N:15]2[CH2:20][CH2:19][N:18]3[C:21]([C:24]4[S:25][C:26]5[CH:32]=[CH:31][CH:30]=[CH:29][C:27]=5[N:28]=4)=[N:22][N:23]=[C:17]3[CH2:16]2)[CH:12]=[CH:11][N:10]=1)[CH3:8])(=O)CCC.O.[OH-].[Li+]. Product: [S:25]1[C:26]2[CH:32]=[CH:31][CH:30]=[CH:29][C:27]=2[N:28]=[C:24]1[C:21]1[N:18]2[CH2:19][CH2:20][N:15]([C:13]3[CH:12]=[CH:11][N:10]=[C:9]([C@H:7]([OH:6])[CH3:8])[N:14]=3)[CH2:16][C:17]2=[N:23][N:22]=1. The catalyst class is: 193. (6) Reactant: [O:1]=[C:2]1[CH:7]=[C:6]([CH2:8][CH2:9][C:10]2[CH:15]=[CH:14][CH:13]=[CH:12][CH:11]=2)[CH:5]=[CH:4][N:3]1[C:16]1[CH:21]=[CH:20][C:19]2[C:22]3[CH2:23][N:24](C(OC(C)(C)C)=O)[CH2:25][CH2:26][C:27]=3[O:28][C:18]=2[CH:17]=1.Cl. Product: [CH2:8]([C:6]1[CH:5]=[CH:4][N:3]([C:16]2[CH:21]=[CH:20][C:19]3[C:22]4[CH2:23][NH:24][CH2:25][CH2:26][C:27]=4[O:28][C:18]=3[CH:17]=2)[C:2](=[O:1])[CH:7]=1)[CH2:9][C:10]1[CH:15]=[CH:14][CH:13]=[CH:12][CH:11]=1. The catalyst class is: 275. (7) Reactant: C[N:2](C)[CH:3]=[C:4]([C:14]1[CH:19]=[CH:18][N:17]=[CH:16][CH:15]=1)[C:5]([C:7]1[CH:12]=[CH:11][C:10]([Cl:13])=[CH:9][CH:8]=1)=[O:6].Cl.NO. Product: [Cl:13][C:10]1[CH:11]=[CH:12][C:7]([C:5]2[O:6][N:2]=[CH:3][C:4]=2[C:14]2[CH:19]=[CH:18][N:17]=[CH:16][CH:15]=2)=[CH:8][CH:9]=1. The catalyst class is: 8. (8) Reactant: [Cl:1][C:2]1[CH:7]=[CH:6][CH:5]=[CH:4][C:3]=1[C:8]1[C:13]([Cl:14])=[CH:12][C:11]([O:15][CH3:16])=[C:10]([C:17]([OH:19])=O)[CH:9]=1.[N:20]1([C:26]([O:28][C:29]([CH3:32])([CH3:31])[CH3:30])=[O:27])[CH2:25][CH2:24][NH:23][CH2:22][CH2:21]1.F[P-](F)(F)(F)(F)F.N1(O[P+](N(C)C)(N(C)C)N(C)C)C2C=CC=CC=2N=N1.CCN(C(C)C)C(C)C. Product: [Cl:1][C:2]1[CH:7]=[CH:6][CH:5]=[CH:4][C:3]=1[C:8]1[C:13]([Cl:14])=[CH:12][C:11]([O:15][CH3:16])=[C:10]([C:17]([N:23]2[CH2:22][CH2:21][N:20]([C:26]([O:28][C:29]([CH3:32])([CH3:31])[CH3:30])=[O:27])[CH2:25][CH2:24]2)=[O:19])[CH:9]=1. The catalyst class is: 39.